The task is: Predict the reaction yield, written as a fraction of the theoretical maximum amount of product (1.0 means a 100% yield; for example, 0.34 means a 34% yield).. This data is from Reaction yield outcomes from USPTO patents with 853,638 reactions. (1) The reactants are [O:1]1[CH2:3][C@H:2]1[CH2:4][O:5][C:6]1[C:18]2[C:17]3[C:12](=[CH:13][CH:14]=[CH:15][CH:16]=3)[NH:11][C:10]=2[CH:9]=[CH:8][CH:7]=1.CC(N)(C)C[C:22]1[CH:27]=[CH:26][C:25]([NH:28][S:29]([C:32]2[CH:37]=[CH:36][CH:35]=[CH:34][CH:33]=2)(=[O:31])=[O:30])=[CH:24][CH:23]=1. The catalyst is C(O)C. The product is [OH:1][C@@H:2]([CH2:3][N:11]([C:22]1[CH:23]=[CH:24][C:25]([NH:28][S:29]([C:32]2[CH:33]=[CH:34][CH:35]=[CH:36][CH:37]=2)(=[O:30])=[O:31])=[CH:26][CH:27]=1)[CH2:10][CH:18]([CH3:6])[CH3:17])[CH2:4][O:5][C:6]1[C:18]2[C:17]3[C:12](=[CH:13][CH:14]=[CH:15][CH:16]=3)[NH:11][C:10]=2[CH:9]=[CH:8][CH:7]=1. The yield is 0.690. (2) The reactants are [C:1]([C:5]1[CH:10]=[CH:9][C:8]([N+:11]([O-])=O)=[CH:7][C:6]=1[O:14][CH3:15])([CH3:4])([CH3:3])[CH3:2].C([O-])=O.[K+]. The catalyst is CCO.O.[Pd]. The product is [C:1]([C:5]1[CH:10]=[CH:9][C:8]([NH2:11])=[CH:7][C:6]=1[O:14][CH3:15])([CH3:4])([CH3:2])[CH3:3]. The yield is 0.720.